Dataset: Forward reaction prediction with 1.9M reactions from USPTO patents (1976-2016). Task: Predict the product of the given reaction. Given the reactants [Cl:1][C:2]1[C:11]([CH2:12][C:13]([F:16])([F:15])[F:14])=[C:10](Cl)[C:9]2[C:4](=[CH:5][CH:6]=[C:7]([C:18]([C:27]3[N:31]([CH3:32])[C:30]([CH3:33])=[N:29][CH:28]=3)([C:20]3[N:24]([CH3:25])[C:23]([CH3:26])=[N:22][CH:21]=3)[OH:19])[CH:8]=2)[N:3]=1.[NH:34]1[CH2:37][CH2:36][CH2:35]1.CN(C=O)C, predict the reaction product. The product is: [N:34]1([C:10]2[C:9]3[C:4](=[CH:5][CH:6]=[C:7]([C:18]([C:20]4[N:24]([CH3:25])[C:23]([CH3:26])=[N:22][CH:21]=4)([C:27]4[N:31]([CH3:32])[C:30]([CH3:33])=[N:29][CH:28]=4)[OH:19])[CH:8]=3)[N:3]=[C:2]([Cl:1])[C:11]=2[CH2:12][C:13]([F:14])([F:15])[F:16])[CH2:37][CH2:36][CH2:35]1.